From a dataset of Peptide-MHC class II binding affinity with 134,281 pairs from IEDB. Regression. Given a peptide amino acid sequence and an MHC pseudo amino acid sequence, predict their binding affinity value. This is MHC class II binding data. (1) The peptide sequence is TISNNLFFNHHKVML. The MHC is HLA-DQA10401-DQB10402 with pseudo-sequence HLA-DQA10401-DQB10402. The binding affinity (normalized) is 0. (2) The binding affinity (normalized) is 0.235. The peptide sequence is GFVGLCRTLGSKCVR. The MHC is H-2-IAb with pseudo-sequence H-2-IAb. (3) The peptide sequence is KQQVIAELYEKFFRI. The MHC is HLA-DQA10301-DQB10302 with pseudo-sequence HLA-DQA10301-DQB10302. The binding affinity (normalized) is 0.496. (4) The peptide sequence is SFHNDEIMKMCHTGV. The MHC is DRB1_0101 with pseudo-sequence DRB1_0101. The binding affinity (normalized) is 0.640. (5) The peptide sequence is STVLGFAALAAAAAF. The MHC is DRB1_0802 with pseudo-sequence DRB1_0802. The binding affinity (normalized) is 0.825. (6) The peptide sequence is EKEYFAATQFEPLAA. The MHC is HLA-DQA10401-DQB10402 with pseudo-sequence HLA-DQA10401-DQB10402. The binding affinity (normalized) is 0.699. (7) The peptide sequence is TGLWPFIRINNLKVK. The MHC is DRB1_0101 with pseudo-sequence DRB1_0101. The binding affinity (normalized) is 1.00.